Dataset: Full USPTO retrosynthesis dataset with 1.9M reactions from patents (1976-2016). Task: Predict the reactants needed to synthesize the given product. (1) Given the product [CH2:21]([O:23][C:24](=[O:29])[CH2:25][C:26]([NH:6][C:5]1[CH:7]=[CH:8][C:2]([Cl:1])=[CH:3][C:4]=1[C:9]#[C:10][C:11]1[CH:16]=[CH:15][CH:14]=[CH:13][C:12]=1[C:17]([F:18])([F:19])[F:20])=[O:27])[CH3:22], predict the reactants needed to synthesize it. The reactants are: [Cl:1][C:2]1[CH:8]=[CH:7][C:5]([NH2:6])=[C:4]([C:9]#[C:10][C:11]2[CH:16]=[CH:15][CH:14]=[CH:13][C:12]=2[C:17]([F:20])([F:19])[F:18])[CH:3]=1.[CH2:21]([O:23][C:24](=[O:29])[CH2:25][C:26](Cl)=[O:27])[CH3:22]. (2) The reactants are: C=O.[C:3](O[BH-](OC(=O)C)OC(=O)C)(=O)C.[Na+].[F:17][CH:18]([F:52])[C:19]1[N:23]([C:24]2[N:29]=[C:28]([C:30]3[CH:35]=[CH:34][C:33]([N:36]4[CH2:41][CH2:40][NH:39][CH2:38][CH2:37]4)=[CH:32][CH:31]=3)[CH:27]=[C:26]([N:42]3[CH2:47][CH2:46][O:45][CH2:44][CH2:43]3)[N:25]=2)[C:22]2[CH:48]=[CH:49][CH:50]=[CH:51][C:21]=2[N:20]=1.C(O)(=O)C. Given the product [F:52][CH:18]([F:17])[C:19]1[N:23]([C:24]2[N:29]=[C:28]([C:30]3[CH:35]=[CH:34][C:33]([N:36]4[CH2:37][CH2:38][N:39]([CH3:3])[CH2:40][CH2:41]4)=[CH:32][CH:31]=3)[CH:27]=[C:26]([N:42]3[CH2:43][CH2:44][O:45][CH2:46][CH2:47]3)[N:25]=2)[C:22]2[CH:48]=[CH:49][CH:50]=[CH:51][C:21]=2[N:20]=1, predict the reactants needed to synthesize it. (3) Given the product [Cl:23][C:24]1[CH:25]=[C:26]([S:31]([NH:34][C:35]2[N:36]=[N:37][C:38]([Cl:43])=[CH:39][C:40]=2[OH:41])(=[O:32])=[O:33])[CH:27]=[C:28]([F:30])[CH:29]=1, predict the reactants needed to synthesize it. The reactants are: ClC1N=NC(NS(CC2C=C(C#N)C=CC=2Cl)(=O)=O)=C(O)C=1.[Cl:23][C:24]1[CH:25]=[C:26]([S:31]([NH:34][C:35]2[N:36]=[N:37][C:38]([Cl:43])=[CH:39][C:40]=2[O:41]C)(=[O:33])=[O:32])[CH:27]=[C:28]([F:30])[CH:29]=1.ClC1N=NC(NS(CC2C=C(C#N)C=CC=2Cl)(=O)=O)=C(OC)C=1. (4) Given the product [CH3:10][NH:12][CH2:13][C:14]1[CH:23]=[CH:22][C:17]([C:18]([O:20][CH3:21])=[O:19])=[CH:16][CH:15]=1, predict the reactants needed to synthesize it. The reactants are: [H-].[Na+].CI.C(O[C:10]([NH:12][CH2:13][C:14]1[CH:23]=[CH:22][C:17]([C:18]([O:20][CH3:21])=[O:19])=[CH:16][CH:15]=1)=O)(C)(C)C.